Dataset: Forward reaction prediction with 1.9M reactions from USPTO patents (1976-2016). Task: Predict the product of the given reaction. (1) The product is: [Cl:1][C:2]1[C:37]([F:38])=[CH:36][CH:35]=[CH:34][C:3]=1[CH2:4][NH:5][C:6](=[O:33])[N:7]([C@H:9]([CH2:18][O:19][C:20](=[O:32])[NH:21][C:22]1[N:23]=[CH:24][C:25]2[C:30]([CH:31]=1)=[CH:29][CH:28]=[CH:27][CH:26]=2)[CH2:10][C:11]([OH:13])=[O:12])[CH3:8]. Given the reactants [Cl:1][C:2]1[C:37]([F:38])=[CH:36][CH:35]=[CH:34][C:3]=1[CH2:4][NH:5][C:6](=[O:33])[N:7]([C@H:9]([CH2:18][O:19][C:20](=[O:32])[NH:21][C:22]1[N:23]=[CH:24][C:25]2[C:30]([CH:31]=1)=[CH:29][CH:28]=[CH:27][CH:26]=2)[CH2:10][C:11]([O:13]C(C)(C)C)=[O:12])[CH3:8].C(O)(C(F)(F)F)=O, predict the reaction product. (2) Given the reactants C(N(CC)CC)C.[NH2:8][C:9]1[CH:14]=[CH:13][CH:12]=[CH:11][C:10]=1[NH:15][C:16]([C:18]1[S:19][C:20]2[CH2:21][NH:22][CH2:23][CH2:24][C:25]=2[N:26]=1)=[O:17].[CH3:27][C:28]1[CH:33]=[CH:32][C:31]([S:34](Cl)(=[O:36])=[O:35])=[CH:30][CH:29]=1, predict the reaction product. The product is: [NH2:8][C:9]1[CH:14]=[CH:13][CH:12]=[CH:11][C:10]=1[NH:15][C:16]([C:18]1[S:19][C:20]2[CH2:21][N:22]([S:34]([C:31]3[CH:32]=[CH:33][C:28]([CH3:27])=[CH:29][CH:30]=3)(=[O:36])=[O:35])[CH2:23][CH2:24][C:25]=2[N:26]=1)=[O:17]. (3) Given the reactants I[C:2]1[CH:7]=[CH:6][CH:5]=[CH:4][N:3]=1.[NH:8]1[C:16]2[C:11](=[CH:12][CH:13]=[CH:14][CH:15]=2)[CH:10]=[CH:9]1, predict the reaction product. The product is: [N:3]1[CH:4]=[CH:5][CH:6]=[CH:7][C:2]=1[N:8]1[C:16]2[C:11](=[CH:12][CH:13]=[CH:14][CH:15]=2)[CH:10]=[CH:9]1. (4) Given the reactants [CH3:1][CH:2]([C:4]1[CH:5]=[C:6]([C:10]2[N:15]3[N:16]=[C:17]([NH2:19])[N:18]=[C:14]3[CH:13]=[CH:12][CH:11]=2)[CH:7]=[CH:8][CH:9]=1)[CH3:3].Cl[C:21]1[CH:26]=[CH:25][N:24]=[C:23]([CH3:27])[CH:22]=1.C1(P(C2CCCCC2)C2C=CC=CC=2C2C(C(C)C)=CC(C(C)C)=CC=2C(C)C)CCCCC1.C(=O)([O-])[O-].[Cs+].[Cs+], predict the reaction product. The product is: [CH3:3][CH:2]([C:4]1[CH:5]=[C:6]([C:10]2[N:15]3[N:16]=[C:17]([NH:19][C:21]4[CH:26]=[CH:25][N:24]=[C:23]([CH3:27])[CH:22]=4)[N:18]=[C:14]3[CH:13]=[CH:12][CH:11]=2)[CH:7]=[CH:8][CH:9]=1)[CH3:1]. (5) Given the reactants C(OC([N:8]1[CH2:13][CH2:12][N:11]([CH2:14][C:15]2[CH:20]=[CH:19][C:18]([F:21])=[CH:17][CH:16]=2)[CH2:10][CH2:9]1)=O)(C)(C)C.FC(F)(F)C(O)=O, predict the reaction product. The product is: [F:21][C:18]1[CH:19]=[CH:20][C:15]([CH2:14][N:11]2[CH2:12][CH2:13][NH:8][CH2:9][CH2:10]2)=[CH:16][CH:17]=1. (6) Given the reactants Br[CH2:2][CH2:3][CH2:4][O:5][C:6]1[CH:15]=[C:14]2[C:9]([C:10](=[O:24])[N:11]([CH2:16][O:17][C:18](=[O:23])[C:19]([CH3:22])([CH3:21])[CH3:20])[CH:12]=[N:13]2)=[CH:8][C:7]=1[O:25][CH3:26].[CH3:27][N:28]1[CH2:33][CH2:32][NH:31][CH2:30][CH2:29]1, predict the reaction product. The product is: [CH3:27][N:28]1[CH2:33][CH2:32][N:31]([CH2:2][CH2:3][CH2:4][O:5][C:6]2[CH:15]=[C:14]3[C:9]([C:10](=[O:24])[N:11]([CH2:16][O:17][C:18](=[O:23])[C:19]([CH3:22])([CH3:21])[CH3:20])[CH:12]=[N:13]3)=[CH:8][C:7]=2[O:25][CH3:26])[CH2:30][CH2:29]1. (7) The product is: [Br:1][C:2]1[CH:3]=[C:4]2[C:9](=[C:10]([Br:12])[CH:11]=1)[NH:8][C:7]([C:13]1[CH:18]=[CH:17][C:16]([CH3:19])=[CH:15][CH:14]=1)=[C:6]([CH2:27][C:24]1[CH:25]=[CH:26][N:21]=[CH:22][CH:23]=1)[C:5]2=[O:20]. Given the reactants [Br:1][C:2]1[CH:3]=[C:4]2[C:9](=[C:10]([Br:12])[CH:11]=1)[NH:8][CH:7]([C:13]1[CH:18]=[CH:17][C:16]([CH3:19])=[CH:15][CH:14]=1)[CH2:6][C:5]2=[O:20].[N:21]1[CH:26]=[CH:25][C:24]([CH:27]=O)=[CH:23][CH:22]=1.N1CCCCC1, predict the reaction product. (8) Given the reactants C(O[CH:4]([O:8]CC)[CH2:5][CH:6]=[CH2:7])C.N1[CH:15]=[CH:14][CH:13]=[CH:12]1.[C:16](O)([C:18](F)(F)F)=O, predict the reaction product. The product is: [CH2:14]([C:15]1[CH:7]=[CH:6][C:5]([CH:4]=[O:8])=[CH:18][CH:16]=1)[CH:13]=[CH2:12].